From a dataset of Reaction yield outcomes from USPTO patents with 853,638 reactions. Predict the reaction yield, written as a fraction of the theoretical maximum amount of product (1.0 means a 100% yield; for example, 0.34 means a 34% yield). (1) The reactants are [CH:1]1([C:4]2[CH:9]=[CH:8][N:7]=[CH:6][C:5]=2[N:10]2[CH2:14][CH2:13][NH:12][C:11]2=[O:15])[CH2:3][CH2:2]1.Br[C:17]1[CH:26]=[CH:25][C:20]2[S:21][C:22]([Cl:24])=[CH:23][C:19]=2[CH:18]=1.CN[C@@H]1CCCC[C@H]1NC.P([O-])([O-])([O-])=O.[K+].[K+].[K+]. The catalyst is [Cu](I)I.O1CCOCC1. The product is [Cl:24][C:22]1[S:21][C:20]2[CH:25]=[CH:26][C:17]([N:12]3[CH2:13][CH2:14][N:10]([C:5]4[CH:6]=[N:7][CH:8]=[CH:9][C:4]=4[CH:1]4[CH2:3][CH2:2]4)[C:11]3=[O:15])=[CH:18][C:19]=2[CH:23]=1. The yield is 0.330. (2) The reactants are [CH3:1][O:2][C:3]1[CH:4]=[C:5]([NH:15][C:16]([NH2:18])=[S:17])[CH:6]=[C:7]([C:9]2[CH:14]=[CH:13][CH:12]=[CH:11][CH:10]=2)[CH:8]=1.BrBr. The catalyst is C(Cl)(Cl)Cl. The product is [CH3:1][O:2][C:3]1[CH:8]=[C:7]([C:9]2[CH:14]=[CH:13][CH:12]=[CH:11][CH:10]=2)[C:6]2[S:17][C:16]([NH2:18])=[N:15][C:5]=2[CH:4]=1. The yield is 0.860.